Task: Regression. Given two drug SMILES strings and cell line genomic features, predict the synergy score measuring deviation from expected non-interaction effect.. Dataset: NCI-60 drug combinations with 297,098 pairs across 59 cell lines (1) Drug 1: CC(C1=C(C=CC(=C1Cl)F)Cl)OC2=C(N=CC(=C2)C3=CN(N=C3)C4CCNCC4)N. Drug 2: CCN(CC)CCCC(C)NC1=C2C=C(C=CC2=NC3=C1C=CC(=C3)Cl)OC. Cell line: SNB-75. Synergy scores: CSS=17.6, Synergy_ZIP=-1.49, Synergy_Bliss=3.39, Synergy_Loewe=2.44, Synergy_HSA=3.30. (2) Drug 1: CC1=C2C(C(=O)C3(C(CC4C(C3C(C(C2(C)C)(CC1OC(=O)C(C(C5=CC=CC=C5)NC(=O)OC(C)(C)C)O)O)OC(=O)C6=CC=CC=C6)(CO4)OC(=O)C)OC)C)OC. Drug 2: C1=CN(C(=O)N=C1N)C2C(C(C(O2)CO)O)O.Cl. Cell line: DU-145. Synergy scores: CSS=45.3, Synergy_ZIP=-7.66, Synergy_Bliss=-6.39, Synergy_Loewe=-6.95, Synergy_HSA=-2.44. (3) Drug 1: C1=CC(=CC=C1C#N)C(C2=CC=C(C=C2)C#N)N3C=NC=N3. Drug 2: CCC1=C2CN3C(=CC4=C(C3=O)COC(=O)C4(CC)O)C2=NC5=C1C=C(C=C5)O. Cell line: HL-60(TB). Synergy scores: CSS=-7.25, Synergy_ZIP=2.55, Synergy_Bliss=3.23, Synergy_Loewe=-64.5, Synergy_HSA=-35.9. (4) Drug 1: C1=CC(=C2C(=C1NCCNCCO)C(=O)C3=C(C=CC(=C3C2=O)O)O)NCCNCCO. Drug 2: C1CCC(C(C1)N)N.C(=O)(C(=O)[O-])[O-].[Pt+4]. Cell line: UO-31. Synergy scores: CSS=27.4, Synergy_ZIP=-7.64, Synergy_Bliss=-2.65, Synergy_Loewe=0.0553, Synergy_HSA=2.26. (5) Drug 1: CS(=O)(=O)CCNCC1=CC=C(O1)C2=CC3=C(C=C2)N=CN=C3NC4=CC(=C(C=C4)OCC5=CC(=CC=C5)F)Cl. Drug 2: CN(CC1=CN=C2C(=N1)C(=NC(=N2)N)N)C3=CC=C(C=C3)C(=O)NC(CCC(=O)O)C(=O)O. Cell line: PC-3. Synergy scores: CSS=53.3, Synergy_ZIP=3.94, Synergy_Bliss=0.649, Synergy_Loewe=-16.2, Synergy_HSA=0.716. (6) Drug 2: C(CCl)NC(=O)N(CCCl)N=O. Synergy scores: CSS=46.0, Synergy_ZIP=3.39, Synergy_Bliss=1.84, Synergy_Loewe=-25.3, Synergy_HSA=1.93. Cell line: OVCAR-8. Drug 1: CC1=C2C(C(=O)C3(C(CC4C(C3C(C(C2(C)C)(CC1OC(=O)C(C(C5=CC=CC=C5)NC(=O)OC(C)(C)C)O)O)OC(=O)C6=CC=CC=C6)(CO4)OC(=O)C)OC)C)OC. (7) Drug 1: CN(C)C1=NC(=NC(=N1)N(C)C)N(C)C. Drug 2: CC1CCCC2(C(O2)CC(NC(=O)CC(C(C(=O)C(C1O)C)(C)C)O)C(=CC3=CSC(=N3)C)C)C. Cell line: UACC-257. Synergy scores: CSS=-3.49, Synergy_ZIP=1.81, Synergy_Bliss=1.38, Synergy_Loewe=-5.70, Synergy_HSA=-3.67.